This data is from Reaction yield outcomes from USPTO patents with 853,638 reactions. The task is: Predict the reaction yield, written as a fraction of the theoretical maximum amount of product (1.0 means a 100% yield; for example, 0.34 means a 34% yield). The reactants are CCN=C=NCCCN(C)C.[NH2:12][C:13]1[N:17]([CH2:18][C:19]2[CH:24]=[C:23]([C:25]([F:28])([F:27])[F:26])[CH:22]=[C:21]([C:29]([F:32])([F:31])[F:30])[CH:20]=2)[N:16]=[N:15][C:14]=1[C:33]([OH:35])=O.[Cl:36][C:37]1[CH:42]=[CH:41][CH:40]=[CH:39][C:38]=1[C@H:43]1[CH2:47][CH2:46][CH2:45][NH:44]1.C([O-])(O)=O.[Na+]. The catalyst is CN(C1C=CN=CC=1)C.CN(C=O)C. The product is [NH2:12][C:13]1[N:17]([CH2:18][C:19]2[CH:24]=[C:23]([C:25]([F:26])([F:28])[F:27])[CH:22]=[C:21]([C:29]([F:30])([F:31])[F:32])[CH:20]=2)[N:16]=[N:15][C:14]=1[C:33]([N:44]1[CH2:45][CH2:46][CH2:47][C@@H:43]1[C:38]1[CH:39]=[CH:40][CH:41]=[CH:42][C:37]=1[Cl:36])=[O:35]. The yield is 0.750.